This data is from Full USPTO retrosynthesis dataset with 1.9M reactions from patents (1976-2016). The task is: Predict the reactants needed to synthesize the given product. Given the product [F:1][C:2]1[CH:3]=[C:4]([CH:9]=[CH:10][C:11]=1[C:12]1[C:16]2=[N:17][CH:18]=[CH:19][CH:20]=[C:15]2[NH:14][N:13]=1)[C:5]([O:7][CH3:8])=[O:6], predict the reactants needed to synthesize it. The reactants are: [F:1][C:2]1[CH:3]=[C:4]([CH:9]=[CH:10][C:11]=1[C:12]1[C:16]2=[N:17][CH:18]=[CH:19][CH:20]=[C:15]2[N:14](C2CCCCO2)[N:13]=1)[C:5]([O:7][CH3:8])=[O:6].[OH-].[Na+].